From a dataset of Forward reaction prediction with 1.9M reactions from USPTO patents (1976-2016). Predict the product of the given reaction. (1) Given the reactants Br[C:2]1[CH:3]=[N:4][C:5]2[N:6]([N:8]=[CH:9][N:10]=2)[CH:7]=1.[C:11]1([C:17]#[CH:18])[CH:16]=[CH:15][CH:14]=[CH:13][CH:12]=1, predict the reaction product. The product is: [C:11]1([C:17]#[C:18][C:2]2[CH:3]=[N:4][C:5]3[N:6]([N:8]=[CH:9][N:10]=3)[CH:7]=2)[CH:16]=[CH:15][CH:14]=[CH:13][CH:12]=1. (2) Given the reactants [H-].[Na+].[Cl:3][C:4]1[CH:5]=[C:6]([C:11]2[C:12]([C:16]#[N:17])=[CH:13][NH:14][CH:15]=2)[CH:7]=[C:8]([Cl:10])[CH:9]=1.[CH3:18][O:19][C:20](=[O:23])[CH2:21]Br, predict the reaction product. The product is: [CH3:18][O:19][C:20](=[O:23])[CH2:21][N:14]1[CH:15]=[C:11]([C:6]2[CH:7]=[C:8]([Cl:10])[CH:9]=[C:4]([Cl:3])[CH:5]=2)[C:12]([C:16]#[N:17])=[CH:13]1.